Dataset: Full USPTO retrosynthesis dataset with 1.9M reactions from patents (1976-2016). Task: Predict the reactants needed to synthesize the given product. (1) The reactants are: [CH3:1][O:2][C:3]1[CH:15]=[CH:14][C:13]2[C:12]3[C:7](=[CH:8][CH:9]=[CH:10][CH:11]=3)[NH:6][C:5]=2[CH:4]=1.[H-].[Na+].Br[CH2:19][CH2:20][C:21]([CH3:24])([CH3:23])[CH3:22]. Given the product [CH3:22][C:21]([CH3:24])([CH3:23])[CH2:20][CH2:19][N:6]1[C:5]2[CH:4]=[C:3]([O:2][CH3:1])[CH:15]=[CH:14][C:13]=2[C:12]2[C:7]1=[CH:8][CH:9]=[CH:10][CH:11]=2, predict the reactants needed to synthesize it. (2) Given the product [Br:1][C:2]1[CH:3]=[N:4][C:5]([Cl:14])=[C:6]([CH:13]=1)[C:7]([Cl:25])=[O:8], predict the reactants needed to synthesize it. The reactants are: [Br:1][C:2]1[CH:3]=[N:4][C:5]([Cl:14])=[C:6]([CH:13]=1)[C:7](N(OC)C)=[O:8].BrC1C=NC([Cl:25])=C(C=1)C(O)=O.CN(C)C=O. (3) Given the product [CH:29]1([C:8]2[C:9]([O:11][CH2:12][C:13]3([CH3:28])[CH2:14][CH2:15][N:16]([CH2:19][C:20]4[CH:25]=[C:24]([Cl:26])[CH:23]=[C:22]([Cl:27])[CH:21]=4)[CH2:17][CH2:18]3)=[CH:10][C:5]3[N:6]([C:2]([NH:38][S:35]([CH3:32])(=[O:37])=[O:36])=[N:3][N:4]=3)[CH:7]=2)[CH2:31][CH2:30]1, predict the reactants needed to synthesize it. The reactants are: Br[C:2]1[N:6]2[CH:7]=[C:8]([CH:29]3[CH2:31][CH2:30]3)[C:9]([O:11][CH2:12][C:13]3([CH3:28])[CH2:18][CH2:17][N:16]([CH2:19][C:20]4[CH:25]=[C:24]([Cl:26])[CH:23]=[C:22]([Cl:27])[CH:21]=4)[CH2:15][CH2:14]3)=[CH:10][C:5]2=[N:4][N:3]=1.[CH:32]1([S:35]([NH2:38])(=[O:37])=[O:36])CC1.CS(N)(=O)=O. (4) The reactants are: [Br:1][C:2]1[CH:7]=[CH:6][C:5]([CH2:8][CH2:9][CH2:10][C:11]([OH:13])=O)=[CH:4][CH:3]=1.C(N1C=CN=C1)(N1C=CN=C1)=O.O.[NH2:27][NH2:28]. Given the product [Br:1][C:2]1[CH:7]=[CH:6][C:5]([CH2:8][CH2:9][CH2:10][C:11]([NH:27][NH2:28])=[O:13])=[CH:4][CH:3]=1, predict the reactants needed to synthesize it. (5) Given the product [C:18]([O:22][C:23](=[O:29])[NH:24][C:25]1[N:27]([CH3:28])[C:3](=[O:17])[C:4]([CH3:15])([CH3:16])[C@:5]([C:7]2[CH:12]=[CH:11][CH:10]=[CH:9][C:8]=2[F:13])([CH3:6])[N:14]=1)([CH3:21])([CH3:20])[CH3:19], predict the reactants needed to synthesize it. The reactants are: CO[C:3](=[O:17])[C:4]([CH3:16])([CH3:15])[C@:5]([NH2:14])([C:7]1[CH:12]=[CH:11][CH:10]=[CH:9][C:8]=1[F:13])[CH3:6].[C:18]([O:22][C:23](=[O:29])[NH:24][C:25]([NH:27][CH3:28])=S)([CH3:21])([CH3:20])[CH3:19]. (6) Given the product [Cl:32][C:30]1[CH:29]=[CH:28][N:27]=[C:26]([C:24]([C:2]2[C:10]3[CH:9]=[N:8][CH:7]=[N:6][C:5]=3[N:4]([C@H:11]([CH3:20])[CH2:12][O:13][CH:14]3[CH2:19][CH2:18][CH2:17][CH2:16][O:15]3)[CH:3]=2)=[O:25])[CH:31]=1, predict the reactants needed to synthesize it. The reactants are: I[C:2]1[C:10]2[CH:9]=[N:8][CH:7]=[N:6][C:5]=2[N:4]([C@H:11]([CH3:20])[CH2:12][O:13][CH:14]2[CH2:19][CH2:18][CH2:17][CH2:16][O:15]2)[CH:3]=1.CON(C)[C:24]([C:26]1[CH:31]=[C:30]([Cl:32])[CH:29]=[CH:28][N:27]=1)=[O:25].